Dataset: Peptide-MHC class II binding affinity with 134,281 pairs from IEDB. Task: Regression. Given a peptide amino acid sequence and an MHC pseudo amino acid sequence, predict their binding affinity value. This is MHC class II binding data. (1) The peptide sequence is WKSDMSKLLNLKSDL. The MHC is DRB1_1302 with pseudo-sequence DRB1_1302. The binding affinity (normalized) is 0.435. (2) The peptide sequence is TRKIMKVVNRWLFRH. The MHC is DRB3_0202 with pseudo-sequence DRB3_0202. The binding affinity (normalized) is 0.529. (3) The MHC is DRB5_0101 with pseudo-sequence DRB5_0101. The binding affinity (normalized) is 0.137. The peptide sequence is FDALSGSQEVEFIGY. (4) The peptide sequence is KNLCFYSEESPTSYT. The MHC is DRB1_0101 with pseudo-sequence DRB1_0101. The binding affinity (normalized) is 0.529. (5) The peptide sequence is IMWKQISNELNHILL. The MHC is DRB1_1302 with pseudo-sequence DRB1_1302. The binding affinity (normalized) is 0.731. (6) The peptide sequence is GCQTYKWETFLTSEL. The MHC is HLA-DPA10301-DPB10402 with pseudo-sequence HLA-DPA10301-DPB10402. The binding affinity (normalized) is 0.987.